From a dataset of Full USPTO retrosynthesis dataset with 1.9M reactions from patents (1976-2016). Predict the reactants needed to synthesize the given product. (1) The reactants are: [Cl:1][C:2]1[CH:9]=[C:8]([N:10]([CH2:16][C:17]2[CH:22]=[CH:21][CH:20]=[CH:19][C:18]=2[CH3:23])[C@H:11]2[CH2:15][CH2:14][NH:13][CH2:12]2)[CH:7]=[CH:6][C:3]=1[C:4]#[N:5].[CH:24]([C:26]1[CH:34]=[CH:33][CH:32]=[CH:31][C:27]=1[C:28]([OH:30])=[O:29])=O. Given the product [Cl:1][C:2]1[CH:9]=[C:8]([N:10]([CH2:16][C:17]2[CH:22]=[CH:21][CH:20]=[CH:19][C:18]=2[CH3:23])[C@H:11]2[CH2:15][CH2:14][N:13]([CH2:24][C:26]3[CH:34]=[CH:33][CH:32]=[CH:31][C:27]=3[C:28]([OH:30])=[O:29])[CH2:12]2)[CH:7]=[CH:6][C:3]=1[C:4]#[N:5], predict the reactants needed to synthesize it. (2) Given the product [CH2:1]([O:3][C:4]([C:6]1[CH:10]=[C:9]([C:11]2[CH:16]=[CH:15][CH:14]=[CH:13][N:12]=2)[N:8]([C:18]2[CH:19]=[N:20][C:21]([O:24][CH3:25])=[CH:22][CH:23]=2)[N:7]=1)=[O:5])[CH3:2], predict the reactants needed to synthesize it. The reactants are: [CH2:1]([O:3][C:4]([C:6]1[CH2:10][C:9](O)([C:11]2[CH:16]=[CH:15][CH:14]=[CH:13][N:12]=2)[N:8]([C:18]2[CH:19]=[N:20][C:21]([O:24][CH3:25])=[CH:22][CH:23]=2)[N:7]=1)=[O:5])[CH3:2].C(O)(=O)C.C(=O)([O-])O.[Na+].O.